This data is from Peptide-MHC class II binding affinity with 134,281 pairs from IEDB. The task is: Regression. Given a peptide amino acid sequence and an MHC pseudo amino acid sequence, predict their binding affinity value. This is MHC class II binding data. (1) The peptide sequence is KLLPVPPTVTIFKIS. The MHC is HLA-DPA10103-DPB10301 with pseudo-sequence HLA-DPA10103-DPB10301. The binding affinity (normalized) is 0.175. (2) The peptide sequence is GQHTLPRCWLIRNGS. The MHC is H-2-IAb with pseudo-sequence H-2-IAb. The binding affinity (normalized) is 0.0678. (3) The peptide sequence is TKQQVFIQSEDPPVL. The MHC is DRB1_1201 with pseudo-sequence DRB1_1201. The binding affinity (normalized) is 0.372. (4) The peptide sequence is KPVSQMRMATPLLMRPM. The MHC is H-2-IAk with pseudo-sequence H-2-IAk. The binding affinity (normalized) is 0.122. (5) The peptide sequence is KKEEKKESGDAASGA. The MHC is HLA-DQA10501-DQB10201 with pseudo-sequence HLA-DQA10501-DQB10201. The binding affinity (normalized) is 0. (6) The peptide sequence is KLRSAGEVEIQFRRV. The MHC is HLA-DQA10301-DQB10302 with pseudo-sequence HLA-DQA10301-DQB10302. The binding affinity (normalized) is 0.344. (7) The peptide sequence is AAATAGATVYGAFAA. The MHC is HLA-DQA10102-DQB10602 with pseudo-sequence HLA-DQA10102-DQB10602. The binding affinity (normalized) is 0.766.